Task: Regression. Given two drug SMILES strings and cell line genomic features, predict the synergy score measuring deviation from expected non-interaction effect.. Dataset: NCI-60 drug combinations with 297,098 pairs across 59 cell lines Drug 1: CC1CCC2CC(C(=CC=CC=CC(CC(C(=O)C(C(C(=CC(C(=O)CC(OC(=O)C3CCCCN3C(=O)C(=O)C1(O2)O)C(C)CC4CCC(C(C4)OC)OCCO)C)C)O)OC)C)C)C)OC. Drug 2: C1CN(P(=O)(OC1)NCCCl)CCCl. Cell line: K-562. Synergy scores: CSS=8.76, Synergy_ZIP=2.80, Synergy_Bliss=10.9, Synergy_Loewe=-3.18, Synergy_HSA=3.82.